From a dataset of Reaction yield outcomes from USPTO patents with 853,638 reactions. Predict the reaction yield, written as a fraction of the theoretical maximum amount of product (1.0 means a 100% yield; for example, 0.34 means a 34% yield). (1) The reactants are [Br:1][C:2]1[CH:14]=[CH:13][C:12]2[C:11]3[C:6](=[CH:7][C:8]([Br:15])=[CH:9][CH:10]=3)[C:5]([CH2:27][C:28]3[CH:33]=[C:32]([O:34]C)[CH:31]=[C:30]([O:36]C)[CH:29]=3)([CH2:16][C:17]3[CH:22]=[C:21]([O:23]C)[CH:20]=[C:19]([O:25]C)[CH:18]=3)[C:4]=2[CH:3]=1.B(Br)(Br)Br. No catalyst specified. The product is [Br:1][C:2]1[CH:14]=[CH:13][C:12]2[C:11]3[C:6](=[CH:7][C:8]([Br:15])=[CH:9][CH:10]=3)[C:5]([CH2:27][C:28]3[CH:29]=[C:30]([OH:36])[CH:31]=[C:32]([OH:34])[CH:33]=3)([CH2:16][C:17]3[CH:22]=[C:21]([OH:23])[CH:20]=[C:19]([OH:25])[CH:18]=3)[C:4]=2[CH:3]=1. The yield is 0.680. (2) The reactants are Br[C:2]1[C:3]([F:14])=[CH:4][N:5]=[C:6]2[C:11]=1[N:10]=[C:9]([O:12][CH3:13])[CH:8]=[CH:7]2.C(=O)([O-])[O-].[K+].[K+].CO[CH2:23][CH2:24]OC. The catalyst is O. The product is [CH:23]([C:2]1[C:3]([F:14])=[CH:4][N:5]=[C:6]2[C:11]=1[N:10]=[C:9]([O:12][CH3:13])[CH:8]=[CH:7]2)=[CH2:24]. The yield is 0.900. (3) The reactants are [NH:1]1[CH:5]=[CH:4][CH:3]=[N:2]1.[O:6]1[CH:11]=[CH:10][CH2:9][CH2:8][CH2:7]1. The catalyst is C(O)(C(F)(F)F)=O.[H-].[Na+]. The product is [O:6]1[CH2:11][CH2:10][CH2:9][CH2:8][CH:7]1[N:1]1[CH:5]=[CH:4][CH:3]=[N:2]1. The yield is 0.990. (4) The reactants are [CH:1]([N:4]1[C:8]2[CH:9]=[CH:10][CH:11]=[CH:12][C:7]=2[N:6]([C:13]([NH:15][CH2:16][CH:17]2[CH2:22][CH2:21][NH:20][CH2:19][CH2:18]2)=[O:14])[C:5]1=[O:23])([CH3:3])[CH3:2].[C:24]([O:28][C:29]([CH3:32])([CH3:31])[CH3:30])(=[O:27])[CH:25]=[CH2:26]. The catalyst is C1COCC1.C([O-])(O)=O.[Na+]. The product is [CH:1]([N:4]1[C:8]2[CH:9]=[CH:10][CH:11]=[CH:12][C:7]=2[N:6]([C:13]([NH:15][CH2:16][CH:17]2[CH2:18][CH2:19][N:20]([CH2:26][CH2:25][C:24]([O:28][C:29]([CH3:32])([CH3:31])[CH3:30])=[O:27])[CH2:21][CH2:22]2)=[O:14])[C:5]1=[O:23])([CH3:3])[CH3:2]. The yield is 0.160.